Task: Predict the reaction yield, written as a fraction of the theoretical maximum amount of product (1.0 means a 100% yield; for example, 0.34 means a 34% yield).. Dataset: Reaction yield outcomes from USPTO patents with 853,638 reactions (1) The reactants are Br[CH2:2][C:3]([C:5]1[S:9][CH:8]2[CH:10]=[CH:11][S:12][CH:7]2[CH:6]=1)=[O:4].[C:13]([N:20]1[CH2:27][CH2:26][CH2:25][C@H:21]1[C:22]([OH:24])=[O:23])([O:15][C:16]([CH3:19])([CH3:18])[CH3:17])=[O:14].CC#N. The catalyst is C(N(CC)CC)C. The product is [S:9]1[C:5]([C:3](=[O:4])[CH2:2][O:24][C:22]([CH:21]2[CH2:25][CH2:26][CH2:27][N:20]2[C:13]([O:15][C:16]([CH3:19])([CH3:18])[CH3:17])=[O:14])=[O:23])=[CH:6][CH:7]2[S:12][CH:11]=[CH:10][CH:8]12. The yield is 0.610. (2) The reactants are [F:1][C:2]1[CH:7]=[CH:6][C:5]([CH3:8])=[CH:4][C:3]=1[OH:9].CCN(CC)CC.[C:17](Cl)(=[O:24])[C:18]1[CH:23]=[CH:22][CH:21]=[CH:20][CH:19]=1. The catalyst is C(Cl)Cl. The product is [C:17]([O:9][C:3]1[CH:4]=[C:5]([CH3:8])[CH:6]=[CH:7][C:2]=1[F:1])(=[O:24])[C:18]1[CH:23]=[CH:22][CH:21]=[CH:20][CH:19]=1. The yield is 0.960. (3) The yield is 0.850. The reactants are [F:1][C:2]1[CH:3]=[C:4]([C:14]2[CH:19]=[CH:18][C:17]([C:20]([F:23])([F:22])[F:21])=[CH:16][CH:15]=2)[CH:5]=[C:6]([N+:11]([O-])=O)[C:7]=1[NH:8][CH:9]=[O:10]. The product is [NH2:11][C:6]1[CH:5]=[C:4]([C:14]2[CH:15]=[CH:16][C:17]([C:20]([F:23])([F:21])[F:22])=[CH:18][CH:19]=2)[CH:3]=[C:2]([F:1])[C:7]=1[NH:8][CH:9]=[O:10]. The catalyst is CO.[Pd]. (4) The catalyst is CN(C=O)C. The yield is 0.620. The product is [CH2:19]([O:1][C:2]1[C:9]([O:10][CH3:11])=[CH:8][CH:7]=[CH:6][C:3]=1[CH:4]=[O:5])[CH:20]([CH3:22])[CH3:21]. The reactants are [OH:1][C:2]1[C:9]([O:10][CH3:11])=[CH:8][CH:7]=[CH:6][C:3]=1[CH:4]=[O:5].C([O-])([O-])=O.[K+].[K+].I[CH2:19][CH:20]([CH3:22])[CH3:21]. (5) The reactants are [CH2:1]([OH:5])[CH2:2][CH2:3][CH3:4].C[Si]([N-][Si](C)(C)C)(C)C.[Na+].[F:16][C:17]1[CH:18]=[C:19]([N:24]2[C:29](=[O:30])[C:28](Cl)=[C:27]([Cl:32])[CH:26]=[N:25]2)[CH:20]=[CH:21][C:22]=1[F:23]. The catalyst is C1COCC1. The product is [F:16][C:17]1[CH:18]=[C:19]([N:24]2[C:29](=[O:30])[C:28]([O:5][CH2:1][CH2:2][CH2:3][CH3:4])=[C:27]([Cl:32])[CH:26]=[N:25]2)[CH:20]=[CH:21][C:22]=1[F:23]. The yield is 0.794. (6) The reactants are [CH2:1]([O:3][C:4]([C:6]1[NH:7][C:8]2[C:13]([CH:14]=1)=[CH:12][C:11](Br)=[CH:10][CH:9]=2)=[O:5])[CH3:2].[CH:16]([O:19][C:20]1[CH:25]=[CH:24][C:23](B(O)O)=[CH:22][CH:21]=1)([CH3:18])[CH3:17].[O-]P([O-])([O-])=O.[K+].[K+].[K+].C1(C)C=CC=CC=1P(C1C=CC=CC=1C)C1C=CC=CC=1C.C([O-])(O)=O.[Na+]. The catalyst is CC([O-])=O.CC([O-])=O.[Pd+2].C1(C)C=CC=CC=1.CCO. The product is [CH2:1]([O:3][C:4]([C:6]1[NH:7][C:8]2[C:13]([CH:14]=1)=[CH:12][C:11]([C:23]1[CH:24]=[CH:25][C:20]([O:19][CH:16]([CH3:18])[CH3:17])=[CH:21][CH:22]=1)=[CH:10][CH:9]=2)=[O:5])[CH3:2]. The yield is 0.980. (7) The reactants are [F:1][C:2]1[CH:3]=[C:4]([C@H:14]([NH:16][C:17](=[O:34])[CH:18]=[CH:19][C:20]2[CH:25]=[CH:24][C:23]([C:26]([F:29])([F:28])[F:27])=[CH:22][C:21]=2[NH:30][CH2:31][CH2:32][CH3:33])[CH3:15])[CH:5]=[C:6]([F:13])[C:7]=1[NH:8][S:9]([CH3:12])(=[O:11])=[O:10]. The catalyst is [Pd]. The product is [F:1][C:2]1[CH:3]=[C:4]([C@H:14]([NH:16][C:17](=[O:34])[CH2:18][CH2:19][C:20]2[CH:25]=[CH:24][C:23]([C:26]([F:27])([F:28])[F:29])=[CH:22][C:21]=2[NH:30][CH2:31][CH2:32][CH3:33])[CH3:15])[CH:5]=[C:6]([F:13])[C:7]=1[NH:8][S:9]([CH3:12])(=[O:11])=[O:10]. The yield is 0.600. (8) The reactants are [NH2:1][C:2]1[CH:3]=[C:4]([CH3:9])[CH:5]=[N:6][C:7]=1[Cl:8].[N+:10]([C:13]1[CH:21]=[CH:20][CH:19]=[CH:18][C:14]=1[C:15](Cl)=[O:16])([O-:12])=[O:11]. The catalyst is N1C=CC=CC=1.O.C(=O)(O)[O-].[Na+]. The product is [Cl:8][C:7]1[C:2]([NH:1][C:15](=[O:16])[C:14]2[CH:18]=[CH:19][CH:20]=[CH:21][C:13]=2[N+:10]([O-:12])=[O:11])=[CH:3][C:4]([CH3:9])=[CH:5][N:6]=1. The yield is 0.910. (9) The reactants are [C:1]([O:10]C)(=O)[C:2]1[C:3](=[CH:5][CH:6]=[CH:7][CH:8]=1)[SH:4].[C:12]([C:14]1[CH:15]=[CH:16][C:17]([O:20][CH2:21][CH2:22][O:23][CH2:24][CH3:25])=[N:18][CH:19]=1)#[N:13].C(N(CC)CC)C. The catalyst is C1(C)C=CC=CC=1. The product is [CH2:24]([O:23][CH2:22][CH2:21][O:20][C:17]1[N:18]=[CH:19][C:14]([C:12]2[S:4][C:3]3[CH:5]=[CH:6][CH:7]=[CH:8][C:2]=3[C:1](=[O:10])[N:13]=2)=[CH:15][CH:16]=1)[CH3:25]. The yield is 0.570. (10) The product is [CH3:1][O:2][CH2:3][CH2:4][N:5]1[C:10]([C:11]2[CH:16]=[CH:15][CH:14]=[CH:13][N:12]=2)=[CH:9][C:8](=[O:17])[NH:7][C:6]1=[S:18]. The yield is 0.0300. The catalyst is O1CCOCC1.O. The reactants are [CH3:1][O:2][CH2:3][CH2:4][N:5]1[C:10]([C:11]2[CH:16]=[CH:15][CH:14]=[CH:13][N:12]=2)=[CH:9][C:8](=[O:17])[N:7]=[C:6]1[S:18]C.[NH4+]=S.N1C=CC=CC=1.[OH-].[Na+].